Predict the product of the given reaction. From a dataset of Forward reaction prediction with 1.9M reactions from USPTO patents (1976-2016). (1) Given the reactants C[O:2][C:3](=[O:32])[C:4]1[CH:9]=[CH:8][C:7]([C:10]#[C:11][CH:12]([C:18]2[CH:27]=[CH:26][C:25]3[C:24]([CH3:29])([CH3:28])[CH2:23][CH2:22][C:21]([CH3:31])([CH3:30])[C:20]=3[CH:19]=2)[CH2:13][CH2:14][CH2:15][CH2:16][CH3:17])=[CH:6][CH:5]=1.[OH-].[K+].C1COCC1.Cl, predict the reaction product. The product is: [CH3:28][C:24]1([CH3:29])[CH2:23][CH2:22][C:21]([CH3:30])([CH3:31])[C:20]2[CH:19]=[C:18]([CH:12]([CH2:13][CH2:14][CH2:15][CH2:16][CH3:17])[C:11]#[C:10][C:7]3[CH:8]=[CH:9][C:4]([C:3]([OH:32])=[O:2])=[CH:5][CH:6]=3)[CH:27]=[CH:26][C:25]1=2. (2) Given the reactants [NH2:1][C@H:2]([C:7]1[CH:12]=[CH:11][C:10]([OH:13])=[CH:9][CH:8]=1)[C:3]([O:5][CH3:6])=[O:4].C(=O)(O)[O-].[Na+].C(N(CC)CC)C.[C:26](O[C:26]([O:28][C:29]([CH3:32])([CH3:31])[CH3:30])=[O:27])([O:28][C:29]([CH3:32])([CH3:31])[CH3:30])=[O:27].[Cl-].[NH4+], predict the reaction product. The product is: [C:29]([O:28][C:26]([NH:1][C@H:2]([C:7]1[CH:8]=[CH:9][C:10]([OH:13])=[CH:11][CH:12]=1)[C:3]([O:5][CH3:6])=[O:4])=[O:27])([CH3:32])([CH3:31])[CH3:30]. (3) Given the reactants C(OC(N1CCC(NC([N:16]2[CH2:21][CH2:20][N:19]3[C:22]([CH:30]4[CH2:35][CH2:34]OCC4)=[C:23](C#N)[C:24]([C:25](=[O:27])[NH2:26])=[C:18]3[CH2:17]2)=O)CC1)=O)(C)C.[F:36][C:37]([F:42])([F:41])[C:38]([OH:40])=[O:39].[Cl:43]CCl, predict the reaction product. The product is: [F:36][C:37]([F:42])([F:41])[C:38]([OH:40])=[O:39].[Cl:43][C:23]1[C:24]([C:25]([NH2:26])=[O:27])=[C:18]2[CH2:17][NH:16][CH2:21][CH2:20][N:19]2[C:22]=1[CH:30]1[CH2:35][CH2:34]1.